Dataset: Forward reaction prediction with 1.9M reactions from USPTO patents (1976-2016). Task: Predict the product of the given reaction. Given the reactants [C:1]1([C:7](=O)[CH2:8][C:9]2[CH:14]=[CH:13][CH:12]=[CH:11][CH:10]=2)[CH:6]=[CH:5][CH:4]=[CH:3][CH:2]=1.[OH:16][C:17]1[CH:24]=[CH:23][C:20]([CH:21]=O)=[CH:19][C:18]=1[N+:25]([O-:27])=[O:26].[NH2:28][C:29]([NH2:31])=[O:30].Cl, predict the reaction product. The product is: [OH:16][C:17]1[CH:24]=[CH:23][C:20]([CH:21]2[C:8]([C:9]3[CH:14]=[CH:13][CH:12]=[CH:11][CH:10]=3)=[C:7]([C:1]3[CH:6]=[CH:5][CH:4]=[CH:3][CH:2]=3)[NH:31][C:29](=[O:30])[NH:28]2)=[CH:19][C:18]=1[N+:25]([O-:27])=[O:26].